Task: Predict the reaction yield, written as a fraction of the theoretical maximum amount of product (1.0 means a 100% yield; for example, 0.34 means a 34% yield).. Dataset: Reaction yield outcomes from USPTO patents with 853,638 reactions The reactants are [OH-].[Li+].[C:3]([N:6]1[C:15]2[C:10](=[CH:11][C:12]([C:16]([O:18]CC)=[O:17])=[CH:13][CH:14]=2)[C@H:9]([NH:21][C:22]2[S:23][C:24]([C:27]#[N:28])=[CH:25][CH:26]=2)[C@@H:8]([CH3:29])[C@@H:7]1[CH:30]1[CH2:32][CH2:31]1)(=[O:5])[CH3:4].Cl. The catalyst is O.O1CCCC1. The product is [C:3]([N:6]1[C:15]2[C:10](=[CH:11][C:12]([C:16]([OH:18])=[O:17])=[CH:13][CH:14]=2)[C@H:9]([NH:21][C:22]2[S:23][C:24]([C:27]#[N:28])=[CH:25][CH:26]=2)[C@@H:8]([CH3:29])[C@@H:7]1[CH:30]1[CH2:31][CH2:32]1)(=[O:5])[CH3:4]. The yield is 0.710.